Predict the product of the given reaction. From a dataset of Forward reaction prediction with 1.9M reactions from USPTO patents (1976-2016). (1) Given the reactants Cl[C:2]1[C:11]2[C:6](=[CH:7][C:8]([F:13])=[CH:9][C:10]=2[F:12])[N:5]=[C:4](/[CH:14]=[CH:15]/[C:16]2[CH:21]=[CH:20][CH:19]=[CH:18][CH:17]=2)[C:3]=1[CH3:22].[CH3:23][C:24]1([CH3:39])[C:28]2=[N:29][CH:30]=[C:31]([N:33]3[CH2:38][CH2:37][O:36][CH2:35][CH2:34]3)[CH:32]=[C:27]2[NH:26][CH2:25]1.CC(C1C=C(C(C)C)C(C2C=CC=CC=2P(C2CCCCC2)C2CCCCC2)=C(C(C)C)C=1)C.CC(C)([O-])C.[Na+], predict the reaction product. The product is: [CH3:23][C:24]1([CH3:39])[C:28]2=[N:29][CH:30]=[C:31]([N:33]3[CH2:38][CH2:37][O:36][CH2:35][CH2:34]3)[CH:32]=[C:27]2[N:26]([C:2]2[C:11]3[C:6](=[CH:7][C:8]([F:13])=[CH:9][C:10]=3[F:12])[N:5]=[C:4](/[CH:14]=[CH:15]/[C:16]3[CH:21]=[CH:20][CH:19]=[CH:18][CH:17]=3)[C:3]=2[CH3:22])[CH2:25]1. (2) Given the reactants [CH3:1][O:2][C:3]([C:5]1[CH:22]=[CH:21][CH:20]=[CH:19][C:6]=1[CH2:7][O:8][C:9]1[CH:14]=[CH:13][C:12]([CH2:15][C:16]([OH:18])=O)=[CH:11][CH:10]=1)=[O:4].[F:23][C:24]([F:34])([F:33])[C:25]1[CH:32]=[CH:31][C:28]([CH2:29][NH2:30])=[CH:27][CH:26]=1.C(Cl)CCl.Cl, predict the reaction product. The product is: [O:18]=[C:16]([NH:30][CH2:29][C:28]1[CH:27]=[CH:26][C:25]([C:24]([F:23])([F:33])[F:34])=[CH:32][CH:31]=1)[CH2:15][C:12]1[CH:11]=[CH:10][C:9]([O:8][CH2:7][C:6]2[CH:19]=[CH:20][CH:21]=[CH:22][C:5]=2[C:3]([O:2][CH3:1])=[O:4])=[CH:14][CH:13]=1. (3) Given the reactants Cl[CH2:2][CH2:3][NH:4][C:5]([C:7]1[N:8]([CH2:24][C:25]2[CH:30]=[CH:29][C:28]([C:31]([F:34])([F:33])[F:32])=[CH:27][CH:26]=2)[CH:9]=[C:10]([NH:12][C:13]([NH:15][C:16]2[CH:21]=[CH:20][C:19]([Cl:22])=[CH:18][C:17]=2[CH3:23])=[O:14])[N:11]=1)=[O:6].[I-].[Na+].[CH3:37][NH:38][CH3:39], predict the reaction product. The product is: [Cl:22][C:19]1[CH:20]=[CH:21][C:16]([NH:15][C:13]([NH:12][C:10]2[N:11]=[C:7]([C:5]([NH:4][CH2:3][CH2:2][N:38]([CH3:39])[CH3:37])=[O:6])[N:8]([CH2:24][C:25]3[CH:26]=[CH:27][C:28]([C:31]([F:32])([F:34])[F:33])=[CH:29][CH:30]=3)[CH:9]=2)=[O:14])=[C:17]([CH3:23])[CH:18]=1. (4) Given the reactants C(OC(=O)[NH:7][C@H:8]([C:14]([N:16]1[CH2:19][CH:18]([F:20])[CH2:17]1)=[O:15])[CH2:9][CH2:10][CH2:11][CH2:12][NH2:13])(C)(C)C.[CH3:22][C:23]1[O:27][C:26]([C:28]2[CH:33]=[CH:32][CH:31]=[CH:30][CH:29]=2)=[N:25][C:24]=1[C:34]([Cl:36])=[O:35], predict the reaction product. The product is: [ClH:36].[NH2:7][C@H:8]([C:14]([N:16]1[CH2:17][CH:18]([F:20])[CH2:19]1)=[O:15])[CH2:9][CH2:10][CH2:11][CH2:12][NH:13][C:34]([C:24]1[N:25]=[C:26]([C:28]2[CH:33]=[CH:32][CH:31]=[CH:30][CH:29]=2)[O:27][C:23]=1[CH3:22])=[O:35]. (5) Given the reactants CO[C:3]([C:5]1[N:6]([CH3:26])[N:7]=[C:8]([O:10][CH2:11][C:12]2[C:13]([C:19]3[CH:24]=[CH:23][C:22]([Cl:25])=[CH:21][CH:20]=3)=[N:14][O:15][C:16]=2[CH2:17][OH:18])[CH:9]=1)=[O:4].[CH3:27][CH:28]([NH2:33])[C:29]([F:32])([F:31])[F:30], predict the reaction product. The product is: [F:30][C:29]([F:32])([F:31])[C@@H:28]([NH:33][C:3]([C:5]1[N:6]([CH3:26])[N:7]=[C:8]([O:10][CH2:11][C:12]2[C:13]([C:19]3[CH:24]=[CH:23][C:22]([Cl:25])=[CH:21][CH:20]=3)=[N:14][O:15][C:16]=2[CH2:17][OH:18])[CH:9]=1)=[O:4])[CH3:27]. (6) The product is: [Cl:1][C:2]1[C:3]([F:10])=[CH:4][C:5]([O:8][CH3:9])=[C:6]([C:15](=[O:17])[CH3:16])[CH:7]=1. Given the reactants [Cl:1][C:2]1[CH:7]=[CH:6][C:5]([O:8][CH3:9])=[CH:4][C:3]=1[F:10].[Al+3].[Cl-].[Cl-].[Cl-].[C:15](Cl)(=[O:17])[CH3:16].O, predict the reaction product.